From a dataset of Full USPTO retrosynthesis dataset with 1.9M reactions from patents (1976-2016). Predict the reactants needed to synthesize the given product. Given the product [Cl:1][C:11]1[CH:12]=[C:13]2[C:18](=[C:9]([O:8][C:7]([F:6])([F:20])[F:21])[CH:10]=1)[O:17][CH2:16][CH2:15][C:14]2=[O:19], predict the reactants needed to synthesize it. The reactants are: [Cl:1][O-].[Ca+2].Cl[O-].[F:6][C:7]([F:21])([F:20])[O:8][C:9]1[CH:10]=[CH:11][CH:12]=[C:13]2[C:18]=1[O:17][CH2:16][CH2:15][C:14]2=[O:19].